Dataset: Forward reaction prediction with 1.9M reactions from USPTO patents (1976-2016). Task: Predict the product of the given reaction. Given the reactants [CH3:1][O:2][C:3]1[C:8]2[O:9][CH2:10][CH2:11][O:12][C:7]=2[C:6](B(O)O)=[CH:5][CH:4]=1.[OH-:16].[Na+].OO, predict the reaction product. The product is: [CH3:1][O:2][C:3]1[C:8]2[O:9][CH2:10][CH2:11][O:12][C:7]=2[C:6]([OH:16])=[CH:5][CH:4]=1.